From a dataset of Reaction yield outcomes from USPTO patents with 853,638 reactions. Predict the reaction yield, written as a fraction of the theoretical maximum amount of product (1.0 means a 100% yield; for example, 0.34 means a 34% yield). (1) The product is [CH:15]1[C:23]2[C:22]3[CH:24]=[CH:25][CH:26]=[CH:27][C:21]=3[O:20][C:19]=2[C:18]([C:2]2[CH:3]=[CH:4][C:5]3[NH:6][C:7]4[C:12]([C:13]=3[CH:14]=2)=[CH:11][CH:10]=[CH:9][CH:8]=4)=[CH:17][CH:16]=1. The reactants are Br[C:2]1[CH:3]=[CH:4][C:5]2[NH:6][C:7]3[C:12]([C:13]=2[CH:14]=1)=[CH:11][CH:10]=[CH:9][CH:8]=3.[CH:15]1[C:23]2[C:22]3[CH:24]=[CH:25][CH:26]=[CH:27][C:21]=3[O:20][C:19]=2[C:18](B(O)O)=[CH:17][CH:16]=1.C1(C)C=CC=CC=1P(C1C=CC=CC=1C)C1C=CC=CC=1C.C(=O)([O-])[O-].[K+].[K+]. The yield is 0.850. The catalyst is C([O-])(=O)C.[Pd+2].C([O-])(=O)C.C(O)C.C1(C)C=CC=CC=1. (2) The reactants are [CH2:1]([O:3][C@@H:4]1[CH2:8][N:7]([C:9](=[O:19])[C@@H:10]([NH:14][C:15](=[O:18])[O:16][CH3:17])[CH:11]([CH3:13])[CH3:12])[C@H:6]([C:20]2[NH:24][C:23]3[C:25]4[C:30]([CH:31]=[CH:32][C:22]=3[N:21]=2)=[CH:29][C:28]2[C:33]3[C:38]([CH2:39][O:40][C:27]=2[CH:26]=4)=[CH:37][C:36](B2OC(C)(C)C(C)(C)O2)=[CH:35][CH:34]=3)[CH2:5]1)[CH3:2].Br[C:51]1[NH:55][C:54]([C@@H:56]2[CH2:60][CH2:59][CH2:58][N:57]2[C:61]([O:63][C:64]([CH3:67])([CH3:66])[CH3:65])=[O:62])=[N:53][CH:52]=1.C(=O)([O-])[O-].[K+].[K+]. The catalyst is COCCOC.CN(C=O)C.C1C=CC([P]([Pd]([P](C2C=CC=CC=2)(C2C=CC=CC=2)C2C=CC=CC=2)([P](C2C=CC=CC=2)(C2C=CC=CC=2)C2C=CC=CC=2)[P](C2C=CC=CC=2)(C2C=CC=CC=2)C2C=CC=CC=2)(C2C=CC=CC=2)C2C=CC=CC=2)=CC=1.C1C=CC(P(C2C=CC=CC=2)[C-]2C=CC=C2)=CC=1.C1C=CC(P(C2C=CC=CC=2)[C-]2C=CC=C2)=CC=1.Cl[Pd]Cl.[Fe+2]. The product is [CH2:1]([O:3][C@@H:4]1[CH2:8][N:7]([C:9](=[O:19])[C@H:10]([CH:11]([CH3:13])[CH3:12])[NH:14][C:15]([O:16][CH3:17])=[O:18])[C@H:6]([C:20]2[NH:24][C:23]3[C:25]4[C:30]([CH:31]=[CH:32][C:22]=3[N:21]=2)=[CH:29][C:28]2[C:33]3[C:38]([CH2:39][O:40][C:27]=2[CH:26]=4)=[CH:37][C:36]([C:51]2[NH:55][C:54]([C@@H:56]4[CH2:60][CH2:59][CH2:58][N:57]4[C:61]([O:63][C:64]([CH3:67])([CH3:66])[CH3:65])=[O:62])=[N:53][CH:52]=2)=[CH:35][CH:34]=3)[CH2:5]1)[CH3:2]. The yield is 0.330. (3) The reactants are Cl[C:2]1[N:7]=[C:6]2[CH2:8][CH2:9][CH2:10][C:5]2=[C:4]([Cl:11])[CH:3]=1.C([Sn](CCCC)(CCCC)[C:17]1[O:18][CH:19]=[CH:20][CH:21]=1)CCC. The catalyst is O1CCOCC1.C1C=CC([P]([Pd]([P](C2C=CC=CC=2)(C2C=CC=CC=2)C2C=CC=CC=2)([P](C2C=CC=CC=2)(C2C=CC=CC=2)C2C=CC=CC=2)[P](C2C=CC=CC=2)(C2C=CC=CC=2)C2C=CC=CC=2)(C2C=CC=CC=2)C2C=CC=CC=2)=CC=1. The product is [Cl:11][C:4]1[CH:3]=[C:2]([C:17]2[O:18][CH:19]=[CH:20][CH:21]=2)[N:7]=[C:6]2[CH2:8][CH2:9][CH2:10][C:5]=12. The yield is 0.920. (4) The product is [C:1]([O:5][C:6](=[O:36])[NH:7][C@@H:8]1[CH2:13][CH2:12][CH2:11][N:10]([C:14]2[CH:19]=[C:18]([CH3:20])[N:17]=[C:16]3[N:21]([CH2:25][C:26]4[CH:31]=[CH:30][C:29]([O:32][CH3:33])=[CH:28][C:27]=4[O:34][CH3:35])[C:22](=[O:24])[N:23]([CH2:47][C:46]4[CH:49]=[CH:50][CH:51]=[CH:52][C:45]=4[C:43]#[N:44])[C:15]=23)[CH2:9]1)([CH3:3])([CH3:4])[CH3:2]. The catalyst is CN(C=O)C. The reactants are [C:1]([O:5][C:6](=[O:36])[NH:7][C@@H:8]1[CH2:13][CH2:12][CH2:11][N:10]([C:14]2[CH:19]=[C:18]([CH3:20])[N:17]=[C:16]3[N:21]([CH2:25][C:26]4[CH:31]=[CH:30][C:29]([O:32][CH3:33])=[CH:28][C:27]=4[O:34][CH3:35])[C:22](=[O:24])[NH:23][C:15]=23)[CH2:9]1)([CH3:4])([CH3:3])[CH3:2].C(=O)([O-])[O-].[K+].[K+].[C:43]([C:45]1[CH:52]=[CH:51][CH:50]=[CH:49][C:46]=1[CH2:47]Br)#[N:44].O. The yield is 0.979.